From a dataset of Reaction yield outcomes from USPTO patents with 853,638 reactions. Predict the reaction yield, written as a fraction of the theoretical maximum amount of product (1.0 means a 100% yield; for example, 0.34 means a 34% yield). (1) The reactants are [Cl:1][C:2]1[N:7]=[C:6]2[N:8]([CH3:12])[C:9]([CH3:11])=[N:10][C:5]2=[CH:4][C:3]=1[CH:13]=[N:14]O. The catalyst is C(OC(=O)C)(=O)C.O. The product is [Cl:1][C:2]1[N:7]=[C:6]2[N:8]([CH3:12])[C:9]([CH3:11])=[N:10][C:5]2=[CH:4][C:3]=1[C:13]#[N:14]. The yield is 0.544. (2) The reactants are [OH:1][C:2]1[CH:9]=[CH:8][C:5]([CH:6]=[O:7])=[CH:4][C:3]=1[CH3:10].[Cl-].[Mg+2].[Cl-].C(N(CC)CC)C.[CH2:21]=[O:22]. The catalyst is C(#N)C.O. The product is [OH:22][C:21]1[C:3]([CH3:10])=[CH:4][C:5]([CH:6]=[O:7])=[CH:8][C:9]=1[CH:2]=[O:1]. The yield is 0.260. (3) The reactants are [NH2:1][C:2]1[CH:3]=[N:4][N:5]([CH3:25])[C:6]=1[N:7]1[CH2:13][CH2:12][CH2:11][C@H:10]([NH:14]C(=O)OCC2C=CC=CC=2)[CH2:9][CH2:8]1.C(OC([NH:33][C:34]1[S:38][C:37]([C:39]2[C:44]([F:45])=[CH:43][CH:42]=[CH:41][C:40]=2[F:46])=[N:36][C:35]=1[C:47](O)=[O:48])=O)(C)(C)C.CN(C(ON1N=NC2C=CC=NC1=2)=[N+](C)C)C.F[P-](F)(F)(F)(F)F. No catalyst specified. The product is [NH2:33][C:34]1[S:38][C:37]([C:39]2[C:44]([F:45])=[CH:43][CH:42]=[CH:41][C:40]=2[F:46])=[N:36][C:35]=1[C:47]([NH:1][C:2]1[CH:3]=[N:4][N:5]([CH3:25])[C:6]=1[N:7]1[CH2:13][CH2:12][CH2:11][C@H:10]([NH2:14])[CH2:9][CH2:8]1)=[O:48]. The yield is 0.250. (4) The reactants are Br[C:2]1[CH:7]=[CH:6][C:5]([Cl:8])=[C:4]([Cl:9])[CH:3]=1.[C:10]1(B(O)O)[CH:15]=[CH:14][CH:13]=[CH:12][CH:11]=1.C1(P(C2C=CC=CC=2)C2C=CC=CC=2)C=CC=CC=1.C(=O)([O-])[O-].[K+].[K+]. The catalyst is O. The product is [C:10]1([C:2]2[CH:7]=[CH:6][C:5]([Cl:8])=[C:4]([Cl:9])[CH:3]=2)[CH:15]=[CH:14][CH:13]=[CH:12][CH:11]=1. The yield is 0.300. (5) The reactants are [F:1][C:2]1[CH:7]=[C:6]([F:8])[CH:5]=[CH:4][C:3]=1[C:9]1[N:10]=[C:11]2[N:15]([C:16]=1[C:17]1[CH:18]=[CH:19][C:20]3[N:21]([C:23]([CH:26]([CH3:28])[CH3:27])=[N:24][N:25]=3)[N:22]=1)[CH:14]=[CH:13]O2.[CH3:29][NH2:30].O. The product is [F:1][C:2]1[CH:7]=[C:6]([F:8])[CH:5]=[CH:4][C:3]=1[C:9]1[N:10]=[C:11]2[N:30]([CH3:29])[CH:13]=[CH:14][N:15]2[C:16]=1[C:17]1[CH:18]=[CH:19][C:20]2[N:21]([C:23]([CH:26]([CH3:28])[CH3:27])=[N:24][N:25]=2)[N:22]=1. The yield is 0.560. The catalyst is O1CCOCC1. (6) The reactants are C([Si](CC)(CC)[C:4]1[NH:16][C:7]2=[N:8][CH:9]=[C:10]([C:12]([F:15])([F:14])[F:13])[CH:11]=[C:6]2[C:5]=1[CH2:17][CH2:18][OH:19])C.CCCC[N+](CCCC)(CCCC)CCCC.[F-]. No catalyst specified. The product is [F:15][C:12]([F:13])([F:14])[C:10]1[CH:11]=[C:6]2[C:5]([CH2:17][CH2:18][OH:19])=[CH:4][NH:16][C:7]2=[N:8][CH:9]=1. The yield is 0.945. (7) The reactants are [CH3:1][C:2]1[C:7](=[O:8])[N:6]([CH3:9])[C:5]([NH:10][C:11]2[CH:12]=[CH:13][C:14]([I:18])=[CH:15][C:16]=2[F:17])=[C:4]2[C:19]([N:21]([CH:35]3[CH2:37][CH2:36]3)[C:22]([N:24]([C:25]3[CH:26]=[CH:27][CH:28]=[C:29]([NH:31][C:32]([CH3:34])=[O:33])[CH:30]=3)[C:3]=12)=[O:23])=[O:20].[CH3:38][S:39]([CH3:41])=[O:40]. No catalyst specified. The product is [CH3:1][C:2]1[C:7](=[O:8])[N:6]([CH3:9])[C:5]([NH:10][C:11]2[CH:12]=[CH:13][C:14]([I:18])=[CH:15][C:16]=2[F:17])=[C:4]2[C:19]([N:21]([CH:35]3[CH2:36][CH2:37]3)[C:22]([N:24]([C:25]3[CH:26]=[CH:27][CH:28]=[C:29]([NH:31][C:32]([CH3:34])=[O:33])[CH:30]=3)[C:3]=12)=[O:23])=[O:20].[CH3:38][S:39]([CH3:41])=[O:40]. The yield is 0.850. (8) The reactants are [CH3:1][O:2][C:3](=[O:32])[CH2:4][C@@H:5]1[C:10](=[O:11])[CH:9]=[CH:8][N:7]([C:12]([O:14][CH2:15][C:16]2[CH:21]=[CH:20][CH:19]=[CH:18][CH:17]=2)=[O:13])[C@H:6]1[C:22]1[CH:27]=[CH:26][C:25]([C:28]([F:31])([F:30])[F:29])=[CH:24][CH:23]=1.CCC(C)[BH-](C(C)CC)C(C)CC.[Li+]. The catalyst is C1COCC1. The product is [CH3:1][O:2][C:3](=[O:32])[CH2:4][C@@H:5]1[C:10](=[O:11])[CH2:9][CH2:8][N:7]([C:12]([O:14][CH2:15][C:16]2[CH:21]=[CH:20][CH:19]=[CH:18][CH:17]=2)=[O:13])[C@H:6]1[C:22]1[CH:23]=[CH:24][C:25]([C:28]([F:31])([F:29])[F:30])=[CH:26][CH:27]=1. The yield is 0.890. (9) The reactants are O[CH2:2][C:3]1[N:8]=[C:7]([C:9]2[S:10][C:11]3[CH:19]=[CH:18][CH:17]=[CH:16][C:12]=3[C:13](=[O:15])[N:14]=2)[CH:6]=[CH:5][CH:4]=1.C(N(CC)CC)C.C[S:28](Cl)(=[O:30])=[O:29].[O:32]1[CH2:36]CCC1. The catalyst is O. The product is [O:15]=[C:13]1[C:12]2[CH:16]=[CH:17][CH:18]=[CH:19][C:11]=2[S:10][C:9]([C:7]2[N:8]=[C:3]([CH2:2][S:28]([O:32][CH3:36])(=[O:30])=[O:29])[CH:4]=[CH:5][CH:6]=2)=[N:14]1. The yield is 0.920.